This data is from Peptide-MHC class II binding affinity with 134,281 pairs from IEDB. The task is: Regression. Given a peptide amino acid sequence and an MHC pseudo amino acid sequence, predict their binding affinity value. This is MHC class II binding data. (1) The peptide sequence is IVALIIAIVVWTIV. The MHC is DRB3_0101 with pseudo-sequence DRB3_0101. The binding affinity (normalized) is 0.133. (2) The peptide sequence is GKLQIVDKIDAAFKI. The MHC is DRB1_1501 with pseudo-sequence DRB1_1501. The binding affinity (normalized) is 0.581. (3) The peptide sequence is MEALTFKACDHIM. The MHC is DRB4_0101 with pseudo-sequence DRB4_0103. The binding affinity (normalized) is 0.166. (4) The peptide sequence is FIGYGKATLECQVQTKK. The MHC is HLA-DQA10601-DQB10402 with pseudo-sequence HLA-DQA10601-DQB10402. The binding affinity (normalized) is 0. (5) The peptide sequence is RQSGATIADVLAEKE. The MHC is DRB1_0901 with pseudo-sequence DRB1_0901. The binding affinity (normalized) is 0.110. (6) The peptide sequence is GELQIVDKIDAMFKI. The binding affinity (normalized) is 0.152. The MHC is DRB3_0202 with pseudo-sequence DRB3_0202. (7) The peptide sequence is AAVDKDAVIVAAAGN. The MHC is HLA-DQA10501-DQB10201 with pseudo-sequence HLA-DQA10501-DQB10201. The binding affinity (normalized) is 0.0713. (8) The peptide sequence is YVGDLNTKMMTRLVE. The MHC is DRB1_0101 with pseudo-sequence DRB1_0101. The binding affinity (normalized) is 0.665. (9) The peptide sequence is AYGIPKVPPGPNITA. The MHC is DRB4_0101 with pseudo-sequence DRB4_0103. The binding affinity (normalized) is 0. (10) The peptide sequence is LSYKEQVGGNRELYI. The MHC is DRB1_0101 with pseudo-sequence DRB1_0101. The binding affinity (normalized) is 0.623.